Regression. Given two drug SMILES strings and cell line genomic features, predict the synergy score measuring deviation from expected non-interaction effect. From a dataset of NCI-60 drug combinations with 297,098 pairs across 59 cell lines. (1) Drug 1: CS(=O)(=O)C1=CC(=C(C=C1)C(=O)NC2=CC(=C(C=C2)Cl)C3=CC=CC=N3)Cl. Drug 2: C1CCN(CC1)CCOC2=CC=C(C=C2)C(=O)C3=C(SC4=C3C=CC(=C4)O)C5=CC=C(C=C5)O. Cell line: OVCAR-8. Synergy scores: CSS=3.71, Synergy_ZIP=-0.918, Synergy_Bliss=4.47, Synergy_Loewe=3.63, Synergy_HSA=3.76. (2) Drug 1: C1CCC(CC1)NC(=O)N(CCCl)N=O. Drug 2: CCN(CC)CCCC(C)NC1=C2C=C(C=CC2=NC3=C1C=CC(=C3)Cl)OC. Cell line: HL-60(TB). Synergy scores: CSS=22.9, Synergy_ZIP=0.190, Synergy_Bliss=-12.2, Synergy_Loewe=-11.4, Synergy_HSA=-11.4.